Dataset: Catalyst prediction with 721,799 reactions and 888 catalyst types from USPTO. Task: Predict which catalyst facilitates the given reaction. (1) Reactant: [C:1]([C:5]1[N:9]=[C:8]([CH2:10][C:11]([O:13]CC)=[O:12])[N:7]([CH2:16][CH2:17][O:18][CH3:19])[N:6]=1)([CH3:4])([CH3:3])[CH3:2].[Li+].[OH-].Cl. Product: [C:1]([C:5]1[N:9]=[C:8]([CH2:10][C:11]([OH:13])=[O:12])[N:7]([CH2:16][CH2:17][O:18][CH3:19])[N:6]=1)([CH3:4])([CH3:2])[CH3:3]. The catalyst class is: 5. (2) Reactant: [Br:1][C:2]1[C:3](F)=[C:4]2[C:10]([NH:11][C:12](=[O:16])[CH:13]([CH3:15])[CH3:14])=[CH:9][NH:8][C:5]2=[N:6][CH:7]=1.[F:18][C@@H:19]1[CH2:24][CH2:23][NH:22][CH2:21][C@H:20]1[NH:25]C(=O)OC(C)(C)C.CCN(C(C)C)C(C)C.C(O)(C(F)(F)F)=O.C(Cl)[Cl:50]. Product: [ClH:50].[NH2:25][C@H:20]1[C@H:19]([F:18])[CH2:24][CH2:23][N:22]([C:3]2[C:2]([Br:1])=[CH:7][N:6]=[C:5]3[NH:8][CH:9]=[C:10]([NH:11][C:12](=[O:16])[CH:13]([CH3:15])[CH3:14])[C:4]=23)[CH2:21]1. The catalyst class is: 114. (3) Reactant: C[Si](N)(C)C.[K].[N:7]12[CH2:15][CH:11]([CH2:12][CH2:13][CH2:14]1)[CH:10]([OH:16])[CH2:9][CH2:8]2.[Cl:17][C:18]1[N:19]=[N:20][C:21](Cl)=[CH:22][CH:23]=1. Product: [Cl:17][C:18]1[N:19]=[N:20][C:21]([O:16][CH:10]2[CH:11]3[CH2:15][N:7]([CH2:14][CH2:13][CH2:12]3)[CH2:8][CH2:9]2)=[CH:22][CH:23]=1. The catalyst class is: 1. (4) Reactant: [CH3:1][N:2]1[CH2:7][CH2:6][NH:5][CH2:4][CH2:3]1.C(=O)([O-])[O-].[K+].[K+].Cl[C:15]1[C:20]([CH:21]=[O:22])=[CH:19][CH:18]=[CH:17][N:16]=1. Product: [CH3:1][N:2]1[CH2:7][CH2:6][N:5]([C:15]2[C:20]([CH:21]=[O:22])=[CH:19][CH:18]=[CH:17][N:16]=2)[CH2:4][CH2:3]1. The catalyst class is: 127. (5) Reactant: [NH2:1][C:2]1[CH:7]=[CH:6][CH:5]=[CH:4][C:3]=1[NH:8][C:9]([NH:11][C:12]1[CH:17]=[CH:16][CH:15]=[C:14]([C:18]([F:21])([F:20])[F:19])[CH:13]=1)=[S:10].[C:22](N1C=CN=C1)(N1C=CN=C1)=[S:23]. Product: [F:20][C:18]([F:21])([F:19])[C:14]1[CH:13]=[C:12]([NH:11][C:9]([N:8]2[C:3]3[CH:4]=[CH:5][CH:6]=[CH:7][C:2]=3[NH:1][C:22]2=[S:23])=[S:10])[CH:17]=[CH:16][CH:15]=1. The catalyst class is: 48. (6) Reactant: [OH-].[Na+].[Br:3][C:4]1[CH:5]=[C:6]([SH:10])[CH:7]=[CH:8][CH:9]=1.Cl[CH2:12][C:13]([OH:15])=[O:14].Cl. Product: [Br:3][C:4]1[CH:5]=[C:6]([S:10][CH2:12][C:13]([OH:15])=[O:14])[CH:7]=[CH:8][CH:9]=1. The catalyst class is: 6.